This data is from hERG potassium channel inhibition data for cardiac toxicity prediction from Karim et al.. The task is: Regression/Classification. Given a drug SMILES string, predict its toxicity properties. Task type varies by dataset: regression for continuous values (e.g., LD50, hERG inhibition percentage) or binary classification for toxic/non-toxic outcomes (e.g., AMES mutagenicity, cardiotoxicity, hepatotoxicity). Dataset: herg_karim. (1) The molecule is O=C(CNC(=O)c1cccc(C(F)(F)F)c1)NC1CN([C@H]2CC[C@@](O)(c3nccs3)CC2)C1. The result is 0 (non-blocker). (2) The compound is CCOc1cc2nnc(C(N)=O)c(Nc3cccc(Cl)c3F)c2cc1N1CCN(C)CC1. The result is 0 (non-blocker). (3) The drug is N#Cc1c(-c2ccccc2)cc(-c2ccccc2)nc1/N=c1\scc(-c2ccccc2)n1-c1ccccc1. The result is 1 (blocker). (4) The drug is OC1CN(C[C@@H]2CCc3cccnc3[C@@H](O)C2)CCC1c1ccc(F)cc1Cl. The result is 0 (non-blocker). (5) The molecule is C[C@H](c1nc(-c2ccc(Cl)cc2Cl)no1)[C@H](N)C(=O)N1CCCC1.O=C(O)C(F)(F)F. The result is 0 (non-blocker). (6) The molecule is Cc1cc2cc(-c3ccc(N4CC5CC4CN5C)nn3)ccc2[nH]1. The result is 0 (non-blocker).